Dataset: Forward reaction prediction with 1.9M reactions from USPTO patents (1976-2016). Task: Predict the product of the given reaction. Given the reactants [CH:1]1([NH:4][C:5](=[O:30])[C:6]2[CH:11]=[CH:10][C:9]([CH3:12])=[C:8]([C:13]3[CH:14]=[C:15]4[C:20](=[CH:21][CH:22]=3)[C:19](=[O:23])[N:18]([CH2:24][CH:25]3[CH2:27][CH2:26]3)[CH:17]=[C:16]4[CH:28]=O)[CH:7]=2)[CH2:3][CH2:2]1.[N:31]1([CH2:38][CH2:39][OH:40])[CH2:37][CH2:36][CH2:35][NH:34][CH2:33][CH2:32]1, predict the reaction product. The product is: [CH:1]1([NH:4][C:5](=[O:30])[C:6]2[CH:11]=[CH:10][C:9]([CH3:12])=[C:8]([C:13]3[CH:14]=[C:15]4[C:20](=[CH:21][CH:22]=3)[C:19](=[O:23])[N:18]([CH2:24][CH:25]3[CH2:26][CH2:27]3)[CH:17]=[C:16]4[CH2:28][N:34]3[CH2:35][CH2:36][CH2:37][N:31]([CH2:38][CH2:39][OH:40])[CH2:32][CH2:33]3)[CH:7]=2)[CH2:3][CH2:2]1.